Dataset: Reaction yield outcomes from USPTO patents with 853,638 reactions. Task: Predict the reaction yield, written as a fraction of the theoretical maximum amount of product (1.0 means a 100% yield; for example, 0.34 means a 34% yield). (1) No catalyst specified. The reactants are [F:1][C:2]1[CH:7]=[CH:6][CH:5]=[C:4]([F:8])[C:3]=1[N:9]1[C:14]2[N:15]=[C:16](S(C)(=O)=O)[N:17]=[C:18]([C:19]3[CH:24]=[CH:23][C:22]([F:25])=[CH:21][C:20]=3[CH3:26])[C:13]=2[CH:12]=[CH:11][C:10]1=[O:31].[NH2:32][CH2:33][CH2:34][C:35]#[N:36]. The yield is 0.550. The product is [F:1][C:2]1[CH:7]=[CH:6][CH:5]=[C:4]([F:8])[C:3]=1[N:9]1[C:14]2[N:15]=[C:16]([NH:36][CH2:35][CH2:34][C:33]#[N:32])[N:17]=[C:18]([C:19]3[CH:24]=[CH:23][C:22]([F:25])=[CH:21][C:20]=3[CH3:26])[C:13]=2[CH:12]=[CH:11][C:10]1=[O:31]. (2) The reactants are [CH2:1]([N:3]([C:6]1[CH:7]=[C:8]([OH:12])[CH:9]=[CH:10][CH:11]=1)[CH2:4][CH3:5])[CH3:2].[C:13]1(=O)[O:18][C:16](=[O:17])[C:15]2=[CH:19][CH:20]=[CH:21][CH:22]=[C:14]12. The catalyst is [Cl-].[Zn+2].[Cl-]. The product is [OH:12][C:8]1[CH:9]=[CH:10][C:11]([C:13]2([C:11]3[CH:10]=[CH:9][C:8]([OH:12])=[CH:7][C:6]=3[N:3]([CH2:4][CH3:5])[CH2:1][CH3:2])[C:14]3[C:15](=[CH:19][CH:20]=[CH:21][CH:22]=3)[C:16](=[O:17])[O:18]2)=[C:6]([N:3]([CH2:4][CH3:5])[CH2:1][CH3:2])[CH:7]=1. The yield is 0.930. (3) The reactants are [C@@H:1]12[CH2:7][NH:6][C@@H:5]1[CH2:4][N:3]([C:8]([O:10][CH2:11][C:12]1[CH:17]=[CH:16][CH:15]=[CH:14][CH:13]=1)=[O:9])[CH2:2]2.[Cl:18][C:19]1[CH:24]=[CH:23][C:22](Br)=[CH:21][N:20]=1. No catalyst specified. The product is [Cl:18][C:19]1[N:20]=[CH:21][C:22]([N:6]2[CH2:7][C@@H:1]3[C@H:5]2[CH2:4][N:3]([C:8]([O:10][CH2:11][C:12]2[CH:17]=[CH:16][CH:15]=[CH:14][CH:13]=2)=[O:9])[CH2:2]3)=[CH:23][CH:24]=1. The yield is 0.380. (4) The reactants are [F:1][C:2]1[CH:3]=[CH:4][C:5]2[C:9]([CH:10]3[CH2:15][CH2:14][N:13]([CH2:16][CH2:17][CH2:18][N:19]4[C:27]5[CH2:26][CH2:25][N:24]([S:28]([CH3:31])(=[O:30])=[O:29])[CH2:23][C:22]=5[C:21]([C:32]5[CH:37]=[CH:36][C:35]([C:38]([F:41])([F:40])[F:39])=[CH:34][CH:33]=5)=[N:20]4)[CH2:12][CH2:11]3)=[C:8]([C:42](O)=[O:43])[S:7][C:6]=2[CH:45]=1.CN(C(ON1N=NC2C=CC=CC1=2)=[N+](C)C)C.F[P-](F)(F)(F)(F)F.CCN(C(C)C)C(C)C.[CH2:79]([CH2:81][NH2:82])[OH:80]. The catalyst is CN(C=O)C. The product is [OH:80][CH2:79][CH2:81][NH:82][C:42]([C:8]1[S:7][C:6]2[CH:45]=[C:2]([F:1])[CH:3]=[CH:4][C:5]=2[C:9]=1[CH:10]1[CH2:11][CH2:12][N:13]([CH2:16][CH2:17][CH2:18][N:19]2[C:27]3[CH2:26][CH2:25][N:24]([S:28]([CH3:31])(=[O:29])=[O:30])[CH2:23][C:22]=3[C:21]([C:32]3[CH:33]=[CH:34][C:35]([C:38]([F:40])([F:41])[F:39])=[CH:36][CH:37]=3)=[N:20]2)[CH2:14][CH2:15]1)=[O:43]. The yield is 0.760.